Dataset: Catalyst prediction with 721,799 reactions and 888 catalyst types from USPTO. Task: Predict which catalyst facilitates the given reaction. (1) Reactant: FC(F)(F)C([N:5]([C@@H:14]1[CH2:18][CH2:17][C@@:16]([C:22]([N:24]2[CH2:29][C@@H:28]3[C@H:30](O)[C@H:25]2[CH2:26][N:27]3[C:32]2[CH:37]=[C:36]([C:38]([F:41])([F:40])[F:39])[CH:35]=[CH:34][N:33]=2)=[O:23])([CH:19]([CH3:21])[CH3:20])[CH2:15]1)[C@H:6]1[CH2:11][CH2:10][O:9][CH2:8][C@H:7]1[O:12][CH3:13])=O.CCN(S(F)(F)[F:50])CC. Product: [F:50][CH:30]1[C@@H:28]2[N:27]([C:32]3[CH:37]=[C:36]([C:38]([F:41])([F:39])[F:40])[CH:35]=[CH:34][N:33]=3)[CH2:26][C@H:25]1[N:24]([C:22]([C@@:16]1([CH:19]([CH3:20])[CH3:21])[CH2:17][CH2:18][C@@H:14]([NH:5][C@H:6]3[CH2:11][CH2:10][O:9][CH2:8][C@H:7]3[O:12][CH3:13])[CH2:15]1)=[O:23])[CH2:29]2. The catalyst class is: 2. (2) Reactant: [N+:1]([C:4]1[CH:9]=[CH:8][N:7]=[C:6]([N:10]2[CH2:15][CH2:14][O:13][CH2:12][CH2:11]2)[CH:5]=1)([O-])=O. Product: [O:13]1[CH2:14][CH2:15][N:10]([C:6]2[CH:5]=[C:4]([NH2:1])[CH:9]=[CH:8][N:7]=2)[CH2:11][CH2:12]1. The catalyst class is: 687. (3) The catalyst class is: 7. Reactant: C[Mg]Cl.I[C:5]1[N:10]=[CH:9][C:8]([Br:11])=[CH:7][N:6]=1.CN(C)[CH:14]=[O:15]. Product: [Br:11][C:8]1[CH:7]=[N:6][C:5]([CH:14]=[O:15])=[N:10][CH:9]=1. (4) Reactant: [CH2:1]([O:3][C:4](=[O:9])[C:5]([CH2:7]Br)=O)[CH3:2].[NH2:10][C:11]1[CH:16]=[CH:15][C:14]([I:17])=[CH:13][N:12]=1.C(=O)(O)[O-].[Na+]. Product: [I:17][C:14]1[CH:15]=[CH:16][C:11]2[N:12]([CH:7]=[C:5]([C:4]([O:3][CH2:1][CH3:2])=[O:9])[N:10]=2)[CH:13]=1. The catalyst class is: 10. (5) Reactant: I[C:2]1[CH:7]=[C:6]([CH:8]([CH3:10])[CH3:9])[N:5]=[C:4]([CH:11]([CH3:13])[CH3:12])[C:3]=1[O:14][CH2:15][O:16][CH3:17].C([Sn](CCCC)(CCCC)[C:23]([O:25][CH2:26][CH3:27])=[CH2:24])CCC. Product: [CH2:26]([O:25][C:23]([C:2]1[CH:7]=[C:6]([CH:8]([CH3:10])[CH3:9])[N:5]=[C:4]([CH:11]([CH3:13])[CH3:12])[C:3]=1[O:14][CH2:15][O:16][CH3:17])=[CH2:24])[CH3:27]. The catalyst class is: 9. (6) Reactant: [Br:1][C:2]1[CH:10]=[CH:9][CH:8]=[C:7]2[C:3]=1[CH2:4][CH2:5][C@@H:6]2[OH:11].[CH3:12][C:13]([Si:16](Cl)([CH3:18])[CH3:17])([CH3:15])[CH3:14].N1C=CN=C1. Product: [Br:1][C:2]1[CH:10]=[CH:9][CH:8]=[C:7]2[C:3]=1[CH2:4][CH2:5][C@@H:6]2[O:11][Si:16]([C:13]([CH3:15])([CH3:14])[CH3:12])([CH3:18])[CH3:17]. The catalyst class is: 634. (7) Reactant: [CH3:1][O:2][C:3]([CH:5]1[CH2:10][CH2:9][CH2:8][CH:7]([CH2:11][CH:12]=[CH2:13])[N:6]1C(OC(C)(C)C)=O)=[O:4].S(Cl)(Cl)=O. The catalyst class is: 5. Product: [CH3:1][O:2][C:3]([CH:5]1[CH2:10][CH2:9][CH2:8][CH:7]([CH2:11][CH:12]=[CH2:13])[NH:6]1)=[O:4]. (8) Reactant: [N:1]([C@H:4]1[C@H:8]([OH:9])[CH2:7][N:6](C(OC(C)(C)C)=O)[CH2:5]1)=[N+:2]=[N-:3].[ClH:17].O1CCOCC1. Product: [ClH:17].[N:1]([C@@H:4]1[CH2:5][NH:6][CH2:7][C@H:8]1[OH:9])=[N+:2]=[N-:3]. The catalyst class is: 2.